From a dataset of Full USPTO retrosynthesis dataset with 1.9M reactions from patents (1976-2016). Predict the reactants needed to synthesize the given product. (1) Given the product [O:7]([C:8]1[CH:9]=[C:10]([C:14]23[CH2:21][CH2:20][C:17]([CH2:22][CH2:23][CH:24]=[O:25])([CH2:18][CH2:19]2)[CH2:16][O:15]3)[CH:11]=[CH:12][CH:13]=1)[C:2]1[CH:3]=[CH:4][CH:5]=[CH:6][CH:27]=1, predict the reactants needed to synthesize it. The reactants are: O1[CH2:6][CH2:5][CH2:4][CH2:3][CH:2]1[O:7][C:8]1[CH:9]=[C:10]([C:14]23[CH2:21][CH2:20][C:17]([CH2:22][CH2:23][CH:24]=[O:25])([CH2:18][CH2:19]2)[CH2:16][O:15]3)[CH:11]=[CH:12][CH:13]=1.O1CCCC[CH:27]1OC1C=C(C23CCC(CCO)(CC2)CO3)C=CC=1.O(C1C=C(C23CCC(CCO)(CC2)CO3)C=CC=1)C1C=CC=CC=1. (2) Given the product [CH3:12][C:10]1[CH:9]=[N+:5]([O-:6])[C:3]([OH:4])=[CH:2][N:1]=1, predict the reactants needed to synthesize it. The reactants are: [NH2:1][CH2:2][C:3]([NH:5][OH:6])=[O:4].CO.[CH3:9][C:10]([CH:12]=O)=O.[OH-].[Na+]. (3) Given the product [F:1][C:2]1[CH:11]=[C:10]([F:12])[CH:9]=[C:8]2[C:3]=1[C:4]([NH:20][C:21]1[C:22]([C:33]3[CH:38]=[CH:37][CH:36]=[C:35]([NH:39][S:40]([CH3:43])(=[O:42])=[O:41])[CH:34]=3)=[CH:23][N:24]=[C:25]([N:27]3[CH2:32][CH2:31][O:30][CH2:29][CH2:28]3)[CH:26]=1)=[C:5]([CH3:19])[C:6]([N:13]1[CH2:18][CH2:17][N:16]([C:51]([O:53][CH3:54])=[O:52])[CH2:15][CH2:14]1)=[N:7]2, predict the reactants needed to synthesize it. The reactants are: [F:1][C:2]1[CH:11]=[C:10]([F:12])[CH:9]=[C:8]2[C:3]=1[C:4]([NH:20][C:21]1[CH:26]=[C:25]([N:27]3[CH2:32][CH2:31][O:30][CH2:29][CH2:28]3)[N:24]=[CH:23][C:22]=1[C:33]1[CH:34]=[C:35]([NH:39][S:40]([CH3:43])(=[O:42])=[O:41])[CH:36]=[CH:37][CH:38]=1)=[C:5]([CH3:19])[C:6]([N:13]1[CH2:18][CH2:17][NH:16][CH2:15][CH2:14]1)=[N:7]2.C(=O)([O-])[O-].[K+].[K+].Cl[C:51]([O:53][CH3:54])=[O:52]. (4) Given the product [C:6]([O:5][CH2:1][CH2:2][CH2:3][CH3:4])(=[O:9])[CH:7]=[CH2:8], predict the reactants needed to synthesize it. The reactants are: [CH2:1]([OH:5])[CH2:2][CH2:3][CH3:4].[C:6](O)(=[O:9])[CH:7]=[CH2:8].S(=O)(=O)(O)O.C1C2NC3C(=CC=CC=3)SC=2C=CC=1. (5) Given the product [CH2:41]([N:38]1[C:33]2=[N:34][C:35]([CH2:36][CH3:37])=[C:30]([CH2:29][NH:28][C:26]([C:22]3[CH:23]=[CH:24][CH:25]=[C:20]([C:18]([NH:17][CH2:16][C:11]4[CH:10]=[C:9]([C:5]5[CH:6]=[CH:7][CH:8]=[C:3]([CH2:2][N:55]6[CH2:56][CH2:57][N:52]([CH2:50][CH3:51])[CH2:53][CH2:54]6)[CH:4]=5)[C:14]([F:15])=[CH:13][CH:12]=4)=[O:19])[CH:21]=3)=[O:27])[C:31]([NH:43][CH:44]3[CH2:49][CH2:48][O:47][CH2:46][CH2:45]3)=[C:32]2[CH:40]=[N:39]1)[CH3:42], predict the reactants needed to synthesize it. The reactants are: Cl[CH2:2][C:3]1[CH:4]=[C:5]([C:9]2[C:14]([F:15])=[CH:13][CH:12]=[C:11]([CH2:16][NH:17][C:18]([C:20]3[CH:25]=[CH:24][CH:23]=[C:22]([C:26]([NH:28][CH2:29][C:30]4[C:31]([NH:43][CH:44]5[CH2:49][CH2:48][O:47][CH2:46][CH2:45]5)=[C:32]5[CH:40]=[N:39][N:38]([CH2:41][CH3:42])[C:33]5=[N:34][C:35]=4[CH2:36][CH3:37])=[O:27])[CH:21]=3)=[O:19])[CH:10]=2)[CH:6]=[CH:7][CH:8]=1.[CH2:50]([N:52]1[CH2:57][CH2:56][NH:55][CH2:54][CH2:53]1)[CH3:51]. (6) Given the product [C:1]([O:5][C:6]([N:8]1[C@@H:13]([C@@H:14]([OH:28])[C@@H:15]([NH2:25])[CH2:16][C:17]2[CH:22]=[C:21]([F:23])[CH:20]=[C:19]([F:24])[CH:18]=2)[CH2:12][O:11][C:10]([C:35]2[CH:40]=[CH:39][CH:38]=[CH:37][CH:36]=2)([C:29]2[CH:30]=[CH:31][CH:32]=[CH:33][CH:34]=2)[CH2:9]1)=[O:7])([CH3:4])([CH3:2])[CH3:3], predict the reactants needed to synthesize it. The reactants are: [C:1]([O:5][C:6]([N:8]1[C@@H:13]([C@@H:14]([OH:28])[C@@H:15]([N+:25]([O-])=O)[CH2:16][C:17]2[CH:22]=[C:21]([F:23])[CH:20]=[C:19]([F:24])[CH:18]=2)[CH2:12][O:11][C:10]([C:35]2[CH:40]=[CH:39][CH:38]=[CH:37][CH:36]=2)([C:29]2[CH:34]=[CH:33][CH:32]=[CH:31][CH:30]=2)[CH2:9]1)=[O:7])([CH3:4])([CH3:3])[CH3:2].[BH4-].[Na+].O.